From a dataset of Catalyst prediction with 721,799 reactions and 888 catalyst types from USPTO. Predict which catalyst facilitates the given reaction. (1) Reactant: [NH2:1][C:2]1[C:11]2[C:6](=[C:7](Br)[CH:8]=[CH:9][CH:10]=2)[N:5]=[N:4][C:3]=1[C:13]([NH:15][CH2:16][CH3:17])=[O:14].[CH3:18][O:19][C:20]1[N:25]=[C:24]([O:26][CH3:27])[C:23](B2OC(C)(C)C(C)(C)O2)=[CH:22][N:21]=1.ClCCl. Product: [NH2:1][C:2]1[C:11]2[C:6](=[C:7]([C:23]3[C:24]([O:26][CH3:27])=[N:25][C:20]([O:19][CH3:18])=[N:21][CH:22]=3)[CH:8]=[CH:9][CH:10]=2)[N:5]=[N:4][C:3]=1[C:13]([NH:15][CH2:16][CH3:17])=[O:14]. The catalyst class is: 13. (2) Reactant: [N:1]1[C:10]2[C:5](=[CH:6][C:7]([C:11]3([C:14]4[N:18]5[CH:19]=[C:20]([C:23]6[CH:27]=[CH:26][N:25]([CH2:28][C:29]([O:31]C(C)(C)C)=O)[N:24]=6)[CH:21]=[N:22][C:17]5=[N:16][CH:15]=4)[CH2:13][CH2:12]3)=[CH:8][CH:9]=2)[CH:4]=[CH:3][CH:2]=1.[CH3:36][NH:37][CH3:38].F[P-](F)(F)(F)(F)F.N1(O[P+](N(C)C)(N(C)C)N(C)C)C2C=CC=CC=2N=N1.C(N(CC)C(C)C)(C)C. Product: [CH3:36][N:37]([CH3:38])[C:29](=[O:31])[CH2:28][N:25]1[CH:26]=[CH:27][C:23]([C:20]2[CH:21]=[N:22][C:17]3[N:18]([C:14]([C:11]4([C:7]5[CH:6]=[C:5]6[C:10](=[CH:9][CH:8]=5)[N:1]=[CH:2][CH:3]=[CH:4]6)[CH2:13][CH2:12]4)=[CH:15][N:16]=3)[CH:19]=2)=[N:24]1. The catalyst class is: 617. (3) Reactant: [Li+].C[Si]([N-][Si](C)(C)C)(C)C.[CH3:11][Si:12]([O:15]C(=O)C[O:15][Si:12]([CH3:14])([CH3:13])[CH3:11])([CH3:14])[CH3:13].C[Si](Cl)(C)C.C[Si](C)(C)O[CH:32]=[C:33]([O:39][Si:40]([CH3:43])([CH3:42])[CH3:41])[O:34][Si:35]([CH3:38])([CH3:37])[CH3:36]. Product: [CH3:11][Si:12]([CH3:14])([CH3:13])[O:15][C:33]([O:34][Si:35]([CH3:36])([CH3:37])[CH3:38])([O:39][Si:40]([CH3:41])([CH3:42])[CH3:43])[CH3:32]. The catalyst class is: 1.